This data is from Catalyst prediction with 721,799 reactions and 888 catalyst types from USPTO. The task is: Predict which catalyst facilitates the given reaction. (1) Reactant: [CH2:1]([N:3]([CH2:11][CH2:12][N:13]([CH3:35])[CH2:14][C:15]1[N:24]([C:25]2[CH:30]=[CH:29][CH:28]=[CH:27][CH:26]=2)[C:23](=[O:31])[C:22]2[C:17](=[CH:18][CH:19]=[C:20]([N+:32]([O-:34])=[O:33])[CH:21]=2)[N:16]=1)C(=O)OC(C)(C)C)[CH3:2].C(O)(C(F)(F)F)=O.O.C([O-])([O-])=O.[Na+].[Na+]. Product: [CH2:1]([N:3]1[CH2:11][CH2:12][N:13]([CH3:35])[CH2:14]/[C:15]/1=[N:16]\[C:17]1[CH:18]=[CH:19][C:20]([N+:32]([O-:34])=[O:33])=[CH:21][C:22]=1[C:23]([NH:24][C:25]1[CH:26]=[CH:27][CH:28]=[CH:29][CH:30]=1)=[O:31])[CH3:2]. The catalyst class is: 2. (2) Reactant: [Cl:1][C:2]1[CH:3]=[C:4]([C:8]2[CH:20]=[CH:19][C:11]3[NH:12][C:13](=O)[O:14][C:15]([CH3:17])([CH3:16])[C:10]=3[CH:9]=2)[CH:5]=[CH:6][CH:7]=1.COC1C=CC(P2(SP(C3C=CC(OC)=CC=3)(=S)S2)=[S:30])=CC=1. Product: [Cl:1][C:2]1[CH:3]=[C:4]([C:8]2[CH:20]=[CH:19][C:11]3[NH:12][C:13](=[S:30])[O:14][C:15]([CH3:17])([CH3:16])[C:10]=3[CH:9]=2)[CH:5]=[CH:6][CH:7]=1. The catalyst class is: 673.